This data is from Full USPTO retrosynthesis dataset with 1.9M reactions from patents (1976-2016). The task is: Predict the reactants needed to synthesize the given product. (1) Given the product [N+:5]([CH:4]=[CH:3][C:29]1[C:28]2[C:32](=[CH:33][C:25]([S:22]([C:16]3[CH:21]=[CH:20][CH:19]=[CH:18][CH:17]=3)(=[O:23])=[O:24])=[CH:26][CH:27]=2)[NH:31][CH:30]=1)([O-:7])=[O:6], predict the reactants needed to synthesize it. The reactants are: CN(C)[CH:3]=[CH:4][N+:5]([O-:7])=[O:6].C(O)(C(F)(F)F)=O.[C:16]1([S:22]([C:25]2[CH:33]=[C:32]3[C:28]([CH:29]=[CH:30][NH:31]3)=[CH:27][CH:26]=2)(=[O:24])=[O:23])[CH:21]=[CH:20][CH:19]=[CH:18][CH:17]=1. (2) The reactants are: [C:1]([O:5][C:6]([N:8]1[CH2:13][CH2:12][N:11]2[C:14]([CH3:18])=[N:15][C:16](I)=[C:10]2[CH:9]1[CH2:19][CH2:20][C:21]1[CH:26]=[CH:25][C:24]([CH3:27])=[C:23]([CH3:28])[CH:22]=1)=[O:7])([CH3:4])([CH3:3])[CH3:2].C(Cl)[Cl:30].CO. Given the product [C:1]([O:5][C:6]([N:8]1[CH2:13][CH2:12][N:11]2[C:14]([CH3:18])=[N:15][C:16]([Cl:30])=[C:10]2[CH:9]1[CH2:19][CH2:20][C:21]1[CH:26]=[CH:25][C:24]([CH3:27])=[C:23]([CH3:28])[CH:22]=1)=[O:7])([CH3:4])([CH3:3])[CH3:2], predict the reactants needed to synthesize it. (3) Given the product [C:1]([O:5][C:6]([N:8]1[CH2:12][CH2:11][C@H:10]([NH:13][C:14]2[C:15]3[CH2:23][NH:22][CH2:21][CH2:20][C:16]=3[N:17]=[CH:18][N:19]=2)[CH2:9]1)=[O:7])([CH3:4])([CH3:2])[CH3:3], predict the reactants needed to synthesize it. The reactants are: [C:1]([O:5][C:6]([N:8]1[CH2:12][CH2:11][C@H:10]([NH:13][C:14]2[C:15]3[CH2:23][N:22](CC4C=CC=CC=4)[CH2:21][CH2:20][C:16]=3[N:17]=[CH:18][N:19]=2)[CH2:9]1)=[O:7])([CH3:4])([CH3:3])[CH3:2].C([O-])=O.C([NH+](CC)CC)C. (4) Given the product [C:2](/[C:3](=[CH:18]\[O:17][CH2:15][CH3:16])/[C:4]([O:6][CH2:7][CH3:8])=[O:5])(=[O:1])[C:9]1[CH:14]=[CH:13][CH:12]=[CH:11][CH:10]=1, predict the reactants needed to synthesize it. The reactants are: [O:1]=[C:2]([C:9]1[CH:14]=[CH:13][CH:12]=[CH:11][CH:10]=1)[CH2:3][C:4]([O:6][CH2:7][CH3:8])=[O:5].[CH2:15]([O:17][CH:18](OCC)OCC)[CH3:16]. (5) Given the product [F:1][C:2]1[CH:35]=[CH:34][C:33]([F:36])=[CH:32][C:3]=1[O:4][CH2:5][CH2:6][CH2:7][O:8][C:9]1[CH:14]=[CH:13][C:12]([CH:15]2[CH2:20][CH2:19][N:18]([C:21]([O:23][CH2:24][C:25]3[CH:26]=[CH:27][CH:28]=[CH:29][CH:30]=3)=[O:22])[CH2:17][CH:16]2[O:31][CH2:38][C:39]2[CH:40]=[CH:41][C:42]3[O:47][CH2:46][C:45](=[O:48])[N:44]([CH2:49][CH2:50][O:51][Si:52]([CH:53]([CH3:55])[CH3:54])([CH:56]([CH3:58])[CH3:57])[CH:59]([CH3:61])[CH3:60])[C:43]=3[CH:62]=2)=[CH:11][CH:10]=1, predict the reactants needed to synthesize it. The reactants are: [F:1][C:2]1[CH:35]=[CH:34][C:33]([F:36])=[CH:32][C:3]=1[O:4][CH2:5][CH2:6][CH2:7][O:8][C:9]1[CH:14]=[CH:13][C:12]([CH:15]2[CH2:20][CH2:19][N:18]([C:21]([O:23][CH2:24][C:25]3[CH:30]=[CH:29][CH:28]=[CH:27][CH:26]=3)=[O:22])[CH2:17][CH:16]2[OH:31])=[CH:11][CH:10]=1.Cl[CH2:38][C:39]1[CH:40]=[CH:41][C:42]2[O:47][CH2:46][C:45](=[O:48])[N:44]([CH2:49][CH2:50][O:51][Si:52]([CH:59]([CH3:61])[CH3:60])([CH:56]([CH3:58])[CH3:57])[CH:53]([CH3:55])[CH3:54])[C:43]=2[CH:62]=1. (6) The reactants are: [CH2:1]([O:8][C@H:9]1[C@H:14]([O:15][CH2:16][C:17]2[CH:22]=[CH:21][CH:20]=[CH:19][CH:18]=2)[C@@H:13]([O:23][CH2:24][C:25]2[CH:30]=[CH:29][CH:28]=[CH:27][CH:26]=2)[C@@:12]([C:33]2[CH:38]=[CH:37][C:36]([Cl:39])=[C:35]([CH2:40][C:41]3[CH:46]=[CH:45][C:44]([O:47][CH2:48][CH3:49])=[C:43]([F:50])[CH:42]=3)[CH:34]=2)([O:31][CH3:32])[O:11][C@@H:10]1[CH2:51][O:52][Si](C(C)(C)C)(C)C)[C:2]1[CH:7]=[CH:6][CH:5]=[CH:4][CH:3]=1.C(Cl)(=O)C. Given the product [CH2:1]([O:8][C@H:9]1[C@H:14]([O:15][CH2:16][C:17]2[CH:22]=[CH:21][CH:20]=[CH:19][CH:18]=2)[C@@H:13]([O:23][CH2:24][C:25]2[CH:30]=[CH:29][CH:28]=[CH:27][CH:26]=2)[C@@:12]([C:33]2[CH:38]=[CH:37][C:36]([Cl:39])=[C:35]([CH2:40][C:41]3[CH:46]=[CH:45][C:44]([O:47][CH2:48][CH3:49])=[C:43]([F:50])[CH:42]=3)[CH:34]=2)([O:31][CH3:32])[O:11][C@@H:10]1[CH2:51][OH:52])[C:2]1[CH:7]=[CH:6][CH:5]=[CH:4][CH:3]=1, predict the reactants needed to synthesize it. (7) Given the product [N:25]1[CH:30]=[CH:29][CH:28]=[CH:27][C:26]=1[CH2:31][S:36][C:37]1[N:38]=[CH:39][N:40]2[CH:44]=[CH:43][S:42][C:41]=12, predict the reactants needed to synthesize it. The reactants are: C1(P(C2C=CC=CC=2)C2C=CC=CC=2)C=CC=CC=1.C(Br)(Br)(Br)Br.[N:25]1[CH:30]=[CH:29][CH:28]=[CH:27][C:26]=1[CH2:31]O.C([S:36][C:37]1[N:38]=[CH:39][N:40]2[CH:44]=[CH:43][S:42][C:41]=12)(=O)C.C[O-].[Na+].CO.BrCC1C=CC=CN=1.[Cl-].[NH4+].